Dataset: NCI-60 drug combinations with 297,098 pairs across 59 cell lines. Task: Regression. Given two drug SMILES strings and cell line genomic features, predict the synergy score measuring deviation from expected non-interaction effect. (1) Drug 1: C1CCC(CC1)NC(=O)N(CCCl)N=O. Drug 2: CC1CCC2CC(C(=CC=CC=CC(CC(C(=O)C(C(C(=CC(C(=O)CC(OC(=O)C3CCCCN3C(=O)C(=O)C1(O2)O)C(C)CC4CCC(C(C4)OC)O)C)C)O)OC)C)C)C)OC. Cell line: COLO 205. Synergy scores: CSS=35.3, Synergy_ZIP=4.10, Synergy_Bliss=4.93, Synergy_Loewe=4.52, Synergy_HSA=7.48. (2) Drug 1: CC(CN1CC(=O)NC(=O)C1)N2CC(=O)NC(=O)C2. Drug 2: COC1=C2C(=CC3=C1OC=C3)C=CC(=O)O2. Cell line: HCT116. Synergy scores: CSS=33.2, Synergy_ZIP=3.32, Synergy_Bliss=4.85, Synergy_Loewe=1.74, Synergy_HSA=5.42. (3) Drug 1: C1=C(C(=O)NC(=O)N1)F. Drug 2: CC1CCCC2(C(O2)CC(NC(=O)CC(C(C(=O)C(C1O)C)(C)C)O)C(=CC3=CSC(=N3)C)C)C. Cell line: MALME-3M. Synergy scores: CSS=33.7, Synergy_ZIP=1.86, Synergy_Bliss=3.68, Synergy_Loewe=2.78, Synergy_HSA=2.87. (4) Drug 1: CC(CN1CC(=O)NC(=O)C1)N2CC(=O)NC(=O)C2. Drug 2: CCC1(CC2CC(C3=C(CCN(C2)C1)C4=CC=CC=C4N3)(C5=C(C=C6C(=C5)C78CCN9C7C(C=CC9)(C(C(C8N6C)(C(=O)OC)O)OC(=O)C)CC)OC)C(=O)OC)O.OS(=O)(=O)O. Cell line: RPMI-8226. Synergy scores: CSS=53.7, Synergy_ZIP=-0.315, Synergy_Bliss=0.869, Synergy_Loewe=-20.9, Synergy_HSA=1.58. (5) Drug 1: C1=NC2=C(N=C(N=C2N1C3C(C(C(O3)CO)O)F)Cl)N. Drug 2: B(C(CC(C)C)NC(=O)C(CC1=CC=CC=C1)NC(=O)C2=NC=CN=C2)(O)O. Cell line: EKVX. Synergy scores: CSS=60.9, Synergy_ZIP=8.26, Synergy_Bliss=9.05, Synergy_Loewe=6.30, Synergy_HSA=8.27. (6) Drug 1: CC12CCC3C(C1CCC2=O)CC(=C)C4=CC(=O)C=CC34C. Drug 2: CC1=CC2C(CCC3(C2CCC3(C(=O)C)OC(=O)C)C)C4(C1=CC(=O)CC4)C. Cell line: NCI-H322M. Synergy scores: CSS=22.1, Synergy_ZIP=2.53, Synergy_Bliss=-3.42, Synergy_Loewe=-25.7, Synergy_HSA=-7.00.